From a dataset of Forward reaction prediction with 1.9M reactions from USPTO patents (1976-2016). Predict the product of the given reaction. (1) Given the reactants Br[C:2]1[N:3]=[CH:4][C:5]([NH2:8])=[N:6][CH:7]=1.[Cl:9][C:10]1[CH:15]=[C:14]([Cl:16])[CH:13]=[CH:12][C:11]=1OB(O)O, predict the reaction product. The product is: [Cl:9][C:10]1[CH:15]=[C:14]([Cl:16])[CH:13]=[CH:12][C:11]=1[C:2]1[N:3]=[CH:4][C:5]([NH2:8])=[N:6][CH:7]=1. (2) Given the reactants [CH3:1][C:2]([OH:6])([C:4]#[CH:5])[CH3:3].[F:7][CH:8]([F:54])[C:9]1[C:17]2[C:16]([F:19])([F:18])[CH2:15][CH2:14][C:13]([F:21])([F:20])[C:12]=2[N:11]([CH2:22][C:23]([NH:25][C@H:26]([C:36]2[C:41]([C:42]3[CH:43]=[C:44]4[C:48](=[CH:49][CH:50]=3)[CH2:47][NH:46][C:45]4=[O:51])=[CH:40][N:39]=[C:38](SC)[N:37]=2)[CH2:27][C:28]2[CH:33]=[C:32]([F:34])[CH:31]=[C:30]([F:35])[CH:29]=2)=[O:24])[N:10]=1.C1COCC1.CCN(CC)CC, predict the reaction product. The product is: [F:54][CH:8]([F:7])[C:9]1[C:17]2[C:16]([F:18])([F:19])[CH2:15][CH2:14][C:13]([F:20])([F:21])[C:12]=2[N:11]([CH2:22][C:23]([NH:25][C@H:26]([C:36]2[C:41]([C:42]3[CH:43]=[C:44]4[C:48](=[CH:49][CH:50]=3)[CH2:47][NH:46][C:45]4=[O:51])=[CH:40][N:39]=[C:38]([C:5]#[C:4][C:2]([OH:6])([CH3:3])[CH3:1])[N:37]=2)[CH2:27][C:28]2[CH:33]=[C:32]([F:34])[CH:31]=[C:30]([F:35])[CH:29]=2)=[O:24])[N:10]=1. (3) Given the reactants [CH3:1][O:2][C:3]([C:5]1[CH:10]=[CH:9][C:8]([CH:11]2[CH2:13][CH2:12]2)=[C:7](Br)[N:6]=1)=[O:4].[Cl:15][C:16]1[CH:17]=[C:18](B(O)O)[CH:19]=[CH:20][CH:21]=1.C(=O)([O-])[O-].[Cs+].[Cs+], predict the reaction product. The product is: [CH3:1][O:2][C:3]([C:5]1[CH:10]=[CH:9][C:8]([CH:11]2[CH2:13][CH2:12]2)=[C:7]([C:20]2[CH:19]=[CH:18][CH:17]=[C:16]([Cl:15])[CH:21]=2)[N:6]=1)=[O:4]. (4) Given the reactants [CH3:1][N:2]([C:7]1[CH:12]=[CH:11][CH:10]=[CH:9][C:8]=1[C:13]1[N:21]2[C:16]([CH:17]=[N:18][C:19]([S:22][CH3:23])=[N:20]2)=[CH:15][CH:14]=1)[S:3]([CH3:6])(=[O:5])=[O:4].CO.[Br:26]N1C(=O)CCC1=O, predict the reaction product. The product is: [Br:26][C:15]1[CH:14]=[C:13]([C:8]2[CH:9]=[CH:10][CH:11]=[CH:12][C:7]=2[N:2]([CH3:1])[S:3]([CH3:6])(=[O:4])=[O:5])[N:21]2[C:16]=1[CH:17]=[N:18][C:19]([S:22][CH3:23])=[N:20]2.